This data is from Reaction yield outcomes from USPTO patents with 853,638 reactions. The task is: Predict the reaction yield, written as a fraction of the theoretical maximum amount of product (1.0 means a 100% yield; for example, 0.34 means a 34% yield). (1) The catalyst is C(#N)C.C([O-])(=O)C.[Pd+2].C([O-])(=O)C. The yield is 0.390. The reactants are [Cl:1][C:2]([Cl:34])([Cl:33])[CH2:3][O:4][C:5]([C@@H:7]1[CH2:12][CH2:11][CH2:10][N:9]([C:13](=[O:32])[C@@H:14]([NH:16][C:17](=[O:31])[C@@H:18]([NH:22][C:23](=[O:30])[C:24]([C:28]#[N:29])([CH3:27])[CH:25]=[CH2:26])[CH:19]([CH3:21])[CH3:20])[CH3:15])[NH:8]1)=[O:6].Br[C:36]1[CH:45]=[C:44]2[C:39]([CH:40]=[CH:41][C:42]([C@H:46]([OH:48])[CH3:47])=[N:43]2)=[CH:38][CH:37]=1.C1(C)C=CC=CC=1P(C1C=CC=CC=1C)C1C=CC=CC=1C.C1(CNCC2CCCCC2)CCCCC1. The product is [Cl:34][C:2]([Cl:33])([Cl:1])[CH2:3][O:4][C:5]([C@@H:7]1[CH2:12][CH2:11][CH2:10][N:9]([C:13](=[O:32])[C@@H:14]([NH:16][C:17](=[O:31])[C@@H:18]([NH:22][C:23](=[O:30])[C:24]([C:28]#[N:29])([CH3:27])/[CH:25]=[CH:26]/[C:36]2[CH:45]=[C:44]3[C:39]([CH:40]=[CH:41][C:42]([C@H:46]([OH:48])[CH3:47])=[N:43]3)=[CH:38][CH:37]=2)[CH:19]([CH3:21])[CH3:20])[CH3:15])[NH:8]1)=[O:6]. (2) The reactants are [N+:1]([C:4]1[CH:5]=[C:6]([CH:9]=[CH:10][CH:11]=1)[CH:7]=[O:8])([O-:3])=[O:2].C(N(CC)CC)C.[P:19]([O-:24])([O:22][CH3:23])[O:20][CH3:21]. The catalyst is C(OCC)(=O)C. The product is [CH3:21][O:20][P:19]([CH:7]([OH:8])[C:6]1[CH:9]=[CH:10][CH:11]=[C:4]([N+:1]([O-:3])=[O:2])[CH:5]=1)(=[O:24])[O:22][CH3:23]. The yield is 0.770.